Dataset: Forward reaction prediction with 1.9M reactions from USPTO patents (1976-2016). Task: Predict the product of the given reaction. Given the reactants [CH2:1]([C@H:8]([NH:16][C:17](=[O:26])[O:18][CH2:19][C:20]1[CH:25]=[CH:24][CH:23]=[CH:22][CH:21]=1)[C:9](=[O:15])[NH:10][CH2:11][CH2:12][CH:13]=O)[C:2]1[CH:7]=[CH:6][CH:5]=[CH:4][CH:3]=1.[NH2:27][C@@H:28]([C@H:36]([C@@H:38]1[C@@H:42]([O:43][Si:44]([C:47]([CH3:50])([CH3:49])[CH3:48])([CH3:46])[CH3:45])[C@@H:41]([O:51][Si:52]([C:55]([CH3:58])([CH3:57])[CH3:56])([CH3:54])[CH3:53])[C@H:40]([N:59]2[CH:64]=[CH:63][C:62](=[O:65])[N:61]([CH2:66][C:67]3[CH:72]=[CH:71][C:70]([O:73][CH3:74])=[CH:69][CH:68]=3)[C:60]2=[O:75])[O:39]1)[OH:37])[C:29]([O:31][C:32]([CH3:35])([CH3:34])[CH3:33])=[O:30].C(O[BH-](OC(=O)C)OC(=O)C)(=O)C.[Na+], predict the reaction product. The product is: [CH2:1]([C@@H:8]([C:9](=[O:15])[NH:10][CH2:11][CH2:12][CH2:13][NH:27][C@@H:28]([C@H:36]([CH:38]1[C@@H:42]([O:43][Si:44]([C:47]([CH3:48])([CH3:49])[CH3:50])([CH3:46])[CH3:45])[C@@H:41]([O:51][Si:52]([C:55]([CH3:58])([CH3:57])[CH3:56])([CH3:53])[CH3:54])[C@H:40]([N:59]2[CH:64]=[CH:63][C:62](=[O:65])[N:61]([CH2:66][C:67]3[CH:72]=[CH:71][C:70]([O:73][CH3:74])=[CH:69][CH:68]=3)[C:60]2=[O:75])[O:39]1)[OH:37])[C:29]([O:31][C:32]([CH3:34])([CH3:33])[CH3:35])=[O:30])[NH:16][C:17](=[O:26])[O:18][CH2:19][C:20]1[CH:25]=[CH:24][CH:23]=[CH:22][CH:21]=1)[C:2]1[CH:7]=[CH:6][CH:5]=[CH:4][CH:3]=1.